From a dataset of Full USPTO retrosynthesis dataset with 1.9M reactions from patents (1976-2016). Predict the reactants needed to synthesize the given product. (1) Given the product [Br:1][C:2]1[C:10]([OH:11])=[CH:9][C:5]([C:6]([O:8][CH3:15])=[O:7])=[CH:4][C:3]=1[OH:12], predict the reactants needed to synthesize it. The reactants are: [Br:1][C:2]1[C:10]([OH:11])=[CH:9][C:5]([C:6]([OH:8])=[O:7])=[CH:4][C:3]=1[OH:12].Cl[Si](C)(C)[CH3:15]. (2) Given the product [CH3:1][C:2]1[C:10]2[N:6]([C:7]([C:41]3[CH:46]=[CH:45][CH:44]=[CH:43][N:42]=3)=[C:8]([C:11]#[N:12])[CH:9]=2)[CH:5]=[CH:4][CH:3]=1, predict the reactants needed to synthesize it. The reactants are: [CH3:1][C:2]1[C:10]2[N:6]([CH:7]=[C:8]([C:11]#[N:12])[CH:9]=2)[CH:5]=[CH:4][CH:3]=1.F[B-](F)(F)F.C1(P(C2CCCC2)C2CCCC2)CCCC1.C([O-])([O-])=O.[Cs+].[Cs+].Cl[C:41]1[CH:46]=[CH:45][CH:44]=[CH:43][N:42]=1. (3) Given the product [OH:12][C:13]1[CH:22]=[C:21]2[C:16]([CH:17]=[C:18]([CH:24]=[CH:25][C:26]([NH:1][CH2:2][CH2:3][NH:4][C:5](=[O:11])[O:6][C:7]([CH3:8])([CH3:10])[CH3:9])=[O:27])[C:19](=[O:23])[O:20]2)=[CH:15][CH:14]=1, predict the reactants needed to synthesize it. The reactants are: [NH2:1][CH2:2][CH2:3][NH:4][C:5](=[O:11])[O:6][C:7]([CH3:10])([CH3:9])[CH3:8].[OH:12][C:13]1[CH:22]=[C:21]2[C:16]([CH:17]=[C:18]([CH:24]=[CH:25][C:26](O)=[O:27])[C:19](=[O:23])[O:20]2)=[CH:15][CH:14]=1.C(N(CC)C(C)C)(C)C.OC1C2N=NNC=2C=CC=1. (4) Given the product [Cl:1][C:2]1[C:3]([C:9]2[CH:14]=[CH:13][C:12]([C:15]([F:18])([F:17])[F:16])=[C:11]([NH:19][CH2:20][CH:21]3[CH2:26][CH2:25][O:24][CH2:23][CH2:22]3)[N:10]=2)=[CH:4][C:5]([NH2:28])=[N:6][CH:7]=1, predict the reactants needed to synthesize it. The reactants are: [Cl:1][C:2]1[C:3]([C:9]2[CH:14]=[CH:13][C:12]([C:15]([F:18])([F:17])[F:16])=[C:11]([NH:19][CH2:20][CH:21]3[CH2:26][CH2:25][O:24][CH2:23][CH2:22]3)[N:10]=2)=[CH:4][C:5](F)=[N:6][CH:7]=1.[OH-].[NH4+:28]. (5) Given the product [NH2:10][C:11]1[CH:19]=[CH:18][C:14]([C:15]([N:3]([CH3:4])[CH3:1])=[O:16])=[CH:13][N:12]=1, predict the reactants needed to synthesize it. The reactants are: [CH2:1]([N:3](C(C)C)[CH:4](C)C)C.[NH2:10][C:11]1[CH:19]=[CH:18][C:14]([C:15](O)=[O:16])=[CH:13][N:12]=1.CNC.CCN=C=NCCCN(C)C. (6) Given the product [Cl:9][C:4]1[CH:3]=[C:2]([NH2:1])[C:7]([C:13]2[CH:14]=[CH:15][C:16]([O:17][CH:18]([CH3:19])[CH3:20])=[C:11]([F:10])[CH:12]=2)=[CH:6][N:5]=1, predict the reactants needed to synthesize it. The reactants are: [NH2:1][C:2]1[C:7](Br)=[CH:6][N:5]=[C:4]([Cl:9])[CH:3]=1.[F:10][C:11]1[CH:12]=[C:13](B(O)O)[CH:14]=[CH:15][C:16]=1[O:17][CH:18]([CH3:20])[CH3:19].C(=O)([O-])[O-].[Na+].[Na+]. (7) Given the product [C:40]([O:44][C:45](=[O:51])[N:46]([C@H:6]1[CH2:10][C@@H:9]([N:11]2[CH:19]=[N:18][C:17]3[C:12]2=[N:13][C:14]([Cl:21])=[N:15][C:16]=3[Cl:20])[CH:8]=[CH:7]1)[C:47](=[O:50])[CH2:48][CH3:49])([CH3:42])([CH3:41])[CH3:43], predict the reactants needed to synthesize it. The reactants are: C(OC(=O)O[C@H:6]1[CH2:10][C@@H:9]([N:11]2[CH:19]=[N:18][C:17]3[C:12]2=[N:13][C:14]([Cl:21])=[N:15][C:16]=3[Cl:20])[CH:8]=[CH:7]1)C.ClC1N=C2C(N=CN2[C@@H]2C[C@H](O)C=C2)=C(Cl)N=1.[C:40]([O:44][C:45](=[O:51])[NH:46][C:47](=[O:50])[CH2:48][CH3:49])([CH3:43])([CH3:42])[CH3:41].C(N(C(OC(C)(C)C)=O)[C@H]1C[C@@H](N2C=NC3C2=NC(Cl)=NC=3Cl)C=C1)(OC(C)(C)C)=O.